Dataset: TCR-epitope binding with 47,182 pairs between 192 epitopes and 23,139 TCRs. Task: Binary Classification. Given a T-cell receptor sequence (or CDR3 region) and an epitope sequence, predict whether binding occurs between them. (1) The epitope is NLVPMVATV. The TCR CDR3 sequence is CASSQDISRGQTLFGNSPLHF. Result: 1 (the TCR binds to the epitope). (2) The epitope is RPRGEVRFL. The TCR CDR3 sequence is CASSEVVSTTYEQYF. Result: 0 (the TCR does not bind to the epitope). (3) The epitope is KLGGALQAK. The TCR CDR3 sequence is CASNEDRATYNEQFF. Result: 1 (the TCR binds to the epitope). (4) The epitope is RIFTIGTVTLK. The TCR CDR3 sequence is CSVRVLGLFDSGNTGELFF. Result: 1 (the TCR binds to the epitope). (5) The epitope is VLWAHGFEL. The TCR CDR3 sequence is CASSLDMGGNEQFF. Result: 1 (the TCR binds to the epitope).